From a dataset of Catalyst prediction with 721,799 reactions and 888 catalyst types from USPTO. Predict which catalyst facilitates the given reaction. Reactant: C(NC(C)C)(C)C.C([Li])CCC.[CH2:13]([CH:15]([CH2:20][CH2:21][CH2:22][CH3:23])[C:16]([O:18][CH3:19])=[O:17])[CH3:14].[CH2:24]=[O:25]. Product: [CH2:13]([C:15]([CH2:24][OH:25])([CH2:20][CH2:21][CH2:22][CH3:23])[C:16]([O:18][CH3:19])=[O:17])[CH3:14]. The catalyst class is: 1.